Predict the reactants needed to synthesize the given product. From a dataset of Full USPTO retrosynthesis dataset with 1.9M reactions from patents (1976-2016). (1) Given the product [CH3:26][O:25][C@@H:14]1[C@H:13]([O:27][C:28](=[O:34])[CH2:29][CH2:30][C:31](=[O:33])[CH3:32])[C@@H:12]([CH2:11][OH:10])[O:16][C@H:15]1[N:17]1[CH:24]=[CH:23][C:21](=[O:22])[NH:20][C:18]1=[O:19], predict the reactants needed to synthesize it. The reactants are: COC1C=CC(C(C2C=CC(OC)=CC=2)(C2C=CC=CC=2)[O:10][CH2:11][C@H:12]2[O:16][C@@H:15]([N:17]3[CH:24]=[CH:23][C:21](=[O:22])[NH:20][C:18]3=[O:19])[C@H:14]([O:25][CH3:26])[C@@H:13]2[O:27][C:28](=[O:34])[CH2:29][CH2:30][C:31](=[O:33])[CH3:32])=CC=1.C(S)CCCCCCCCCCC.ClC(Cl)(Cl)C(O)=O.C(=O)(O)[O-].[Na+]. (2) Given the product [CH2:2]([O:18][C:17](=[O:19])[C@@H:16]([NH:15][C:13]([O:12][CH2:11][C:1]12[CH2:10][CH:5]3[CH2:6][CH:7]([CH2:9][CH:3]([CH2:4]3)[CH2:2]1)[CH2:8]2)=[O:14])[CH2:20][NH:21][C:22]([C:24]1[S:25][C:26]([CH2:29][CH2:30][C:31](=[O:39])[NH:32][C:33]2[NH:34][CH2:35][CH2:36][CH2:37][N:38]=2)=[CH:27][CH:28]=1)=[O:23])[CH:1]([CH3:10])[CH3:8], predict the reactants needed to synthesize it. The reactants are: [C:1]12([CH2:11][O:12][C:13]([NH:15][C@@H:16]([CH2:20][NH:21][C:22]([C:24]3[S:25][C:26]([CH2:29][CH2:30][C:31](=[O:39])[NH:32][C:33]4[NH:34][CH2:35][CH2:36][CH2:37][N:38]=4)=[CH:27][CH:28]=3)=[O:23])[C:17]([OH:19])=[O:18])=[O:14])[CH2:10][CH:5]3[CH2:6][CH:7]([CH2:9][CH:3]([CH2:4]3)[CH2:2]1)[CH2:8]2.S(Cl)(Cl)=O. (3) Given the product [Cl:1][C:2]1[CH:3]=[C:4]([OH:18])[CH:5]=[N:6][C:7]=1[O:8][CH2:9][CH:10]([CH3:12])[CH3:11], predict the reactants needed to synthesize it. The reactants are: [Cl:1][C:2]1[CH:3]=[C:4](B(O)O)[CH:5]=[N:6][C:7]=1[O:8][CH2:9][CH:10]([CH3:12])[CH3:11].C(OO)(=[O:18])C. (4) Given the product [Br:3][C:4]1[CH:12]=[C:11]2[C:7]([CH:8]=[CH:9][N:10]2[Si:14]([CH:21]([CH3:23])[CH3:22])([CH:18]([CH3:20])[CH3:19])[CH:15]([CH3:17])[CH3:16])=[CH:6][CH:5]=1, predict the reactants needed to synthesize it. The reactants are: [H-].[Na+].[Br:3][C:4]1[CH:12]=[C:11]2[C:7]([CH:8]=[CH:9][NH:10]2)=[CH:6][CH:5]=1.Cl[Si:14]([CH:21]([CH3:23])[CH3:22])([CH:18]([CH3:20])[CH3:19])[CH:15]([CH3:17])[CH3:16].